From a dataset of Peptide-MHC class I binding affinity with 185,985 pairs from IEDB/IMGT. Regression. Given a peptide amino acid sequence and an MHC pseudo amino acid sequence, predict their binding affinity value. This is MHC class I binding data. (1) The peptide sequence is KSAQVPLPL. The MHC is HLA-B27:05 with pseudo-sequence HLA-B27:05. The binding affinity (normalized) is 0.0847. (2) The MHC is HLA-A02:01 with pseudo-sequence HLA-A02:01. The peptide sequence is ILKDPRIASI. The binding affinity (normalized) is 0.212.